This data is from Forward reaction prediction with 1.9M reactions from USPTO patents (1976-2016). The task is: Predict the product of the given reaction. Given the reactants [CH3:1][N:2]([CH2:10][CH2:11][N:12]1[C:17](=[O:18])[CH:16]=[CH:15][C:14]([C:19]2[S:20][CH:21]=[C:22]([CH3:24])[CH:23]=2)=[N:13]1)C(=O)OC(C)(C)C, predict the reaction product. The product is: [CH3:1][NH:2][CH2:10][CH2:11][N:12]1[C:17](=[O:18])[CH:16]=[CH:15][C:14]([C:19]2[S:20][CH:21]=[C:22]([CH3:24])[CH:23]=2)=[N:13]1.